The task is: Regression. Given a peptide amino acid sequence and an MHC pseudo amino acid sequence, predict their binding affinity value. This is MHC class I binding data.. This data is from Peptide-MHC class I binding affinity with 185,985 pairs from IEDB/IMGT. (1) The peptide sequence is GLAEKPNDY. The MHC is HLA-B48:01 with pseudo-sequence HLA-B48:01. The binding affinity (normalized) is 0.0847. (2) The peptide sequence is IAVLYCVHQR. The MHC is HLA-A26:01 with pseudo-sequence HLA-A26:01. The binding affinity (normalized) is 0.0847. (3) The peptide sequence is NHINVELTL. The MHC is Mamu-A07 with pseudo-sequence Mamu-A07. The binding affinity (normalized) is 0.766. (4) The peptide sequence is VPPFPRTAF. The MHC is HLA-A01:01 with pseudo-sequence HLA-A01:01. The binding affinity (normalized) is 0.0847. (5) The peptide sequence is WRMLIDFRE. The MHC is HLA-B27:05 with pseudo-sequence HLA-B27:05. The binding affinity (normalized) is 0.301. (6) The peptide sequence is LLFRSIISI. The MHC is HLA-B57:01 with pseudo-sequence HLA-B57:01. The binding affinity (normalized) is 0.0847.